From a dataset of Full USPTO retrosynthesis dataset with 1.9M reactions from patents (1976-2016). Predict the reactants needed to synthesize the given product. (1) Given the product [N+:15]([C:5]1[CH:4]=[C:3]([OH:2])[CH:8]=[CH:7][C:6]=1[C:9]1[CH:14]=[CH:13][CH:12]=[CH:11][CH:10]=1)([O-:17])=[O:16], predict the reactants needed to synthesize it. The reactants are: C[O:2][C:3]1[CH:8]=[CH:7][C:6]([C:9]2[CH:14]=[CH:13][CH:12]=[CH:11][CH:10]=2)=[C:5]([N+:15]([O-:17])=[O:16])[CH:4]=1.B(Br)(Br)Br. (2) Given the product [Br:1][C:2]1[S:6][C:5]([C:7]([O:9][CH3:10])=[O:8])=[CH:4][CH:3]=1, predict the reactants needed to synthesize it. The reactants are: [Br:1][C:2]1[S:6][C:5]([C:7]([OH:9])=[O:8])=[CH:4][CH:3]=1.[CH3:10]O.